From a dataset of Catalyst prediction with 721,799 reactions and 888 catalyst types from USPTO. Predict which catalyst facilitates the given reaction. (1) Reactant: [NH:1]1[CH:5]=[C:4]([C:6]2[C:7]([C:11]3[CH:16]=[CH:15][CH:14]=[CH:13][CH:12]=3)=[N:8][O:9][CH:10]=2)[N:3]=[CH:2]1.[CH3:17][C:18]([C:20]1[CH:25]=[CH:24][C:23](F)=[CH:22][CH:21]=1)=[O:19].C(=O)([O-])[O-].[K+].[K+].Cl. Product: [C:11]1([C:7]2[C:6]([C:4]3[N:3]=[CH:2][N:1]([C:23]4[CH:24]=[CH:25][C:20]([C:18](=[O:19])[CH3:17])=[CH:21][CH:22]=4)[CH:5]=3)=[CH:10][O:9][N:8]=2)[CH:16]=[CH:15][CH:14]=[CH:13][CH:12]=1. The catalyst class is: 3. (2) Reactant: Cl.[NH2:2][C:3]1[C:4]([C:25]([NH:27][C:28]2[CH:29]=[N:30][CH:31]=[CH:32][CH:33]=2)=[O:26])=[N:5][C:6]([C:9]2[CH:14]=[CH:13][C:12]([S:15]([N:18]3[CH2:23][CH2:22][N:21]([CH3:24])[CH2:20][CH2:19]3)(=[O:17])=[O:16])=[CH:11][CH:10]=2)=[CH:7][N:8]=1.C(Cl)[Cl:35].CO. Product: [ClH:35].[NH2:2][C:3]1[C:4]([C:25]([NH:27][C:28]2[CH:29]=[N:30][CH:31]=[CH:32][CH:33]=2)=[O:26])=[N:5][C:6]([C:9]2[CH:14]=[CH:13][C:12]([S:15]([N:18]3[CH2:23][CH2:22][N:21]([CH3:24])[CH2:20][CH2:19]3)(=[O:16])=[O:17])=[CH:11][CH:10]=2)=[CH:7][N:8]=1. The catalyst class is: 27. (3) Reactant: [CH3:1][O:2][NH:3][CH:4]([C@@H:6]1[CH2:8][C@H:7]1[C:9]1[C:13]([Cl:14])=[C:12]([Cl:15])[S:11][C:10]=1[Cl:16])[CH3:5].C(N(CC)CC)C.[F:24][CH:25]([F:35])[C:26]1[C:30]([C:31](Cl)=[O:32])=[CH:29][N:28]([CH3:34])[N:27]=1. Product: [CH3:1][O:2][N:3]([CH:4]([C@@H:6]1[CH2:8][C@H:7]1[C:9]1[C:13]([Cl:14])=[C:12]([Cl:15])[S:11][C:10]=1[Cl:16])[CH3:5])[C:31]([C:30]1[C:26]([CH:25]([F:35])[F:24])=[N:27][N:28]([CH3:34])[CH:29]=1)=[O:32]. The catalyst class is: 46. (4) Reactant: [C:1]([C:3]1[CH:4]=[C:5]([C:9]([CH:21]2[CH2:25][CH2:24][CH2:23][CH2:22]2)([CH3:20])[C:10]([O:12][CH:13]2[CH2:18][CH2:17][N:16]([CH3:19])[CH2:15][CH2:14]2)=[O:11])[CH:6]=[CH:7][CH:8]=1)#[N:2].[I:26][CH3:27]. Product: [I-:26].[C:1]([C:3]1[CH:4]=[C:5]([C:9]([CH:21]2[CH2:22][CH2:23][CH2:24][CH2:25]2)([CH3:20])[C:10]([O:12][CH:13]2[CH2:18][CH2:17][N+:16]([CH3:27])([CH3:19])[CH2:15][CH2:14]2)=[O:11])[CH:6]=[CH:7][CH:8]=1)#[N:2]. The catalyst class is: 27. (5) Reactant: Cl.[Br:2][C:3]1[CH:9]=[CH:8][CH:7]=[CH:6][C:4]=1[NH2:5].[N:10]([O-])=O.[Na+].[H+].[B-:15]([F:19])([F:18])([F:17])[F:16]. Product: [F:16][B-:15]([F:19])([F:18])[F:17].[Br:2][C:3]1[CH:9]=[CH:8][CH:7]=[CH:6][C:4]=1[N+:5]#[N:10]. The catalyst class is: 6. (6) Reactant: C(OC(=O)[NH:7][CH2:8][CH2:9][N:10]([C:16]1[O:17][C:18]2[CH:24]=[CH:23][C:22]([Cl:25])=[CH:21][C:19]=2[N:20]=1)[CH2:11][CH2:12][C:13](=[O:15])[CH3:14])(C)(C)C.Cl. Product: [NH2:7][CH2:8][CH2:9][N:10]([C:16]1[O:17][C:18]2[CH:24]=[CH:23][C:22]([Cl:25])=[CH:21][C:19]=2[N:20]=1)[CH2:11][CH2:12][C:13](=[O:15])[CH3:14]. The catalyst class is: 12. (7) Reactant: [CH:1]([C:4]1[CH:9]=[CH:8][CH:7]=[C:6]([CH:10]([CH3:12])[CH3:11])[C:5]=1[OH:13])([CH3:3])[CH3:2].[C:14](=O)([O-])[O-].[K+].[K+].CI. Product: [CH:10]([C:6]1[CH:7]=[CH:8][CH:9]=[C:4]([CH:1]([CH3:3])[CH3:2])[C:5]=1[O:13][CH3:14])([CH3:12])[CH3:11]. The catalyst class is: 21. (8) Reactant: [C:1]([O:8][CH3:9])(=[O:7])/[CH:2]=[CH:3]/[C:4]([OH:6])=[O:5].[CH3:10][O:11][CH2:12][CH2:13][NH:14][C:15](=[O:18])[CH2:16]Cl. Product: [C:4]([O:6][CH2:16][C:15](=[O:18])[NH:14][CH2:13][CH2:12][O:11][CH3:10])(=[O:5])/[CH:3]=[CH:2]/[C:1]([O:8][CH3:9])=[O:7]. The catalyst class is: 37. (9) Reactant: CN(C(ON1N=NC2C=CC=NC1=2)=[N+](C)C)C.F[P-](F)(F)(F)(F)F.C(N(CC)CC)C.[NH2:32][C@H:33]([CH2:61][OH:62])[CH2:34][CH2:35][CH2:36][C:37]#[C:38][C@:39]([NH:51][C@H:52]([C:58](O)=[O:59])[CH2:53][C:54]([F:57])([CH3:56])[CH3:55])([C:44]1[CH:49]=[CH:48][C:47]([Br:50])=[CH:46][CH:45]=1)[C:40]([F:43])([F:42])[F:41]. Product: [Br:50][C:47]1[CH:46]=[CH:45][C:44]([C@:39]2([C:40]([F:41])([F:42])[F:43])[C:38]#[C:37][CH2:36][CH2:35][CH2:34][C@@H:33]([CH2:61][OH:62])[NH:32][C:58](=[O:59])[C@H:52]([CH2:53][C:54]([F:57])([CH3:55])[CH3:56])[NH:51]2)=[CH:49][CH:48]=1. The catalyst class is: 3. (10) The catalyst class is: 809. Product: [I:21][C:12]1[CH:14]=[CH:15][C:9]([CH2:1][CH2:2][CH2:3][CH2:4][CH2:5][CH2:6][CH2:7][CH3:8])=[CH:10][CH:11]=1. Reactant: [CH2:1]([C:9]1[CH:15]=[CH:14][C:12](N)=[CH:11][CH:10]=1)[CH2:2][CH2:3][CH2:4][CH2:5][CH2:6][CH2:7][CH3:8].Cl.N([O-])=O.[Na+].[I-:21].[K+].S([O-])([O-])(=O)=S.[Na+].[Na+].